Dataset: Forward reaction prediction with 1.9M reactions from USPTO patents (1976-2016). Task: Predict the product of the given reaction. (1) The product is: [Cl:6][C:7]1[CH:8]=[CH:9][C:10]([C@H:13]2[CH2:14][CH2:15][C@H:16]([C:19]([O:21][CH3:22])=[O:20])[CH2:17][CH2:18]2)=[CH:11][C:12]=1[I:30]. Given the reactants S(=O)(=O)(O)O.[Cl:6][C:7]1[CH:12]=[CH:11][C:10]([C@H:13]2[CH2:18][CH2:17][C@H:16]([C:19]([O:21][CH3:22])=[O:20])[CH2:15][CH2:14]2)=[CH:9][CH:8]=1.C1C(=O)N([I:30])C(=O)C1.C(O)(=O)C, predict the reaction product. (2) Given the reactants [NH2:1][CH2:2][CH2:3][CH2:4][O:5][C:6]1[C:11]([F:12])=[CH:10][C:9]([CH2:13][C:14]([CH3:22])([CH3:21])[CH2:15][C:16]([O:18][CH2:19][CH3:20])=[O:17])=[CH:8][C:7]=1[Br:23].CN1CCOCC1.F[C:32]1[CH:37]=[CH:36][CH:35]=[CH:34][N:33]=1, predict the reaction product. The product is: [Br:23][C:7]1[CH:8]=[C:9]([CH2:13][C:14]([CH3:22])([CH3:21])[CH2:15][C:16]([O:18][CH2:19][CH3:20])=[O:17])[CH:10]=[C:11]([F:12])[C:6]=1[O:5][CH2:4][CH2:3][CH2:2][NH:1][C:32]1[CH:37]=[CH:36][CH:35]=[CH:34][N:33]=1. (3) Given the reactants [I:1]I.[F:3][C:4]1[CH:5]=[C:6]([OH:14])[CH:7]=[CH:8][C:9]=1[C:10]([F:13])([F:12])[F:11], predict the reaction product. The product is: [F:3][C:4]1[C:9]([C:10]([F:12])([F:13])[F:11])=[CH:8][C:7]([I:1])=[C:6]([OH:14])[CH:5]=1. (4) Given the reactants [C:1]([O:5][C:6]([N:8]1[CH2:12][C@@H:11]([CH2:13][CH3:14])[CH2:10][C@H:9]1[C:15]([OH:17])=[O:16])=[O:7])([CH3:4])([CH3:3])[CH3:2].CC([O-])(C)C.[K+].O=C1CN(C(OC(C)(C)C)=O)[C@H](C(O[CH2:40][C:41]2[CH:46]=[CH:45][CH:44]=[CH:43][CH:42]=2)=O)C1, predict the reaction product. The product is: [CH:13](=[C:11]1[CH2:12][N:8]([C:6]([O:5][C:1]([CH3:2])([CH3:3])[CH3:4])=[O:7])[C@H:9]([C:15]([O:17][CH2:40][C:41]2[CH:46]=[CH:45][CH:44]=[CH:43][CH:42]=2)=[O:16])[CH2:10]1)[CH3:14].